The task is: Predict the reactants needed to synthesize the given product.. This data is from Full USPTO retrosynthesis dataset with 1.9M reactions from patents (1976-2016). Given the product [NH3:3].[CH3:18][OH:19].[CH3:1][C:2]1[CH:7]=[C:6]([C:8]2[CH:9]=[CH:10][C:11]([C:14]([F:15])([F:16])[F:17])=[CH:12][CH:13]=2)[N:5]=[C:4]([C:18]2[CH2:28][CH2:27][C:21]3([CH2:25][CH2:24][NH:23][C:22]3=[O:26])[N:20]=2)[N:3]=1, predict the reactants needed to synthesize it. The reactants are: [CH3:1][C:2]1[CH:7]=[C:6]([C:8]2[CH:13]=[CH:12][C:11]([C:14]([F:17])([F:16])[F:15])=[CH:10][CH:9]=2)[N:5]=[C:4]([CH:18]=[O:19])[N:3]=1.[NH2:20][CH:21]1[CH2:25][CH2:24][NH:23][C:22]1=[O:26].[CH:27](S(C1C=CC=CC=1)(=O)=O)=[CH2:28].C1CCN2C(=NCCC2)CC1.